From a dataset of Full USPTO retrosynthesis dataset with 1.9M reactions from patents (1976-2016). Predict the reactants needed to synthesize the given product. (1) Given the product [Cl:34][C:35]1[N:36]=[CH:37][C:38]2[CH:43]=[CH:42][N:41]([CH2:44][C:45]([NH:8][C@H:9]([C:19]3[C:24]([C:25]4[CH:26]=[C:27]([CH:31]=[CH:32][CH:33]=4)[C:28]([NH2:30])=[O:29])=[CH:23][CH:22]=[CH:21][N:20]=3)[CH2:10][C:11]3[CH:12]=[C:13]([F:18])[CH:14]=[C:15]([F:17])[CH:16]=3)=[O:46])[C:39]=2[N:40]=1, predict the reactants needed to synthesize it. The reactants are: FC(F)(F)C(O)=O.[NH2:8][C@H:9]([C:19]1[C:24]([C:25]2[CH:26]=[C:27]([CH:31]=[CH:32][CH:33]=2)[C:28]([NH2:30])=[O:29])=[CH:23][CH:22]=[CH:21][N:20]=1)[CH2:10][C:11]1[CH:16]=[C:15]([F:17])[CH:14]=[C:13]([F:18])[CH:12]=1.[Cl:34][C:35]1[N:36]=[CH:37][C:38]2[CH:43]=[CH:42][N:41]([CH2:44][C:45](OCC)=[O:46])[C:39]=2[N:40]=1. (2) Given the product [CH:7]12[O:10][CH:1]([CH2:9][CH2:8]1)[CH:2]1[CH:6]2[C:5](=[O:11])[CH2:4][C:3]1=[O:12], predict the reactants needed to synthesize it. The reactants are: [CH:1]12[O:10][CH:7]([CH:8]=[CH:9]1)[CH:6]1[CH:2]2[C:3](=[O:12])[CH2:4][C:5]1=[O:11]. (3) The reactants are: CO[C:3]([C:5]1[C:6]([OH:28])=[C:7]2[C:12](=[CH:13][N:14]=1)[N:11]([CH2:15][C:16]1[CH:21]=[CH:20][CH:19]=[CH:18][CH:17]=1)[C:10](=[O:22])[C:9]([C:23]1[S:24][CH:25]=[CH:26][CH:27]=1)=[CH:8]2)=[O:4].[NH2:29][CH2:30][CH2:31][C:32]([OH:34])=[O:33].C[O-].[Na+]. Given the product [CH2:15]([N:11]1[C:12]2[C:7](=[C:6]([OH:28])[C:5]([C:3]([NH:29][CH2:30][CH2:31][C:32]([OH:34])=[O:33])=[O:4])=[N:14][CH:13]=2)[CH:8]=[C:9]([C:23]2[S:24][CH:25]=[CH:26][CH:27]=2)[C:10]1=[O:22])[C:16]1[CH:21]=[CH:20][CH:19]=[CH:18][CH:17]=1, predict the reactants needed to synthesize it. (4) Given the product [CH3:8][O:9][C:10]1[CH:11]=[C:12](/[CH:22]=[CH:23]/[C:24]2[N:45]=[C:27]3[CH:28]([CH:32]4[CH2:33][CH2:34][NH:35][CH2:36][CH2:37]4)[CH2:29][CH2:30][CH2:31][N:26]3[N:25]=2)[CH:13]=[CH:14][C:15]=1[N:16]1[CH:20]=[C:19]([CH3:21])[N:18]=[CH:17]1, predict the reactants needed to synthesize it. The reactants are: FC(F)(F)C(O)=O.[CH3:8][O:9][C:10]1[CH:11]=[C:12](/[CH:22]=[CH:23]/[C:24]2[N:45]=[C:27]3[CH:28]([CH:32]4[CH2:37][CH2:36][N:35](C(OC(C)(C)C)=O)[CH2:34][CH2:33]4)[CH2:29][CH2:30][CH2:31][N:26]3[N:25]=2)[CH:13]=[CH:14][C:15]=1[N:16]1[CH:20]=[C:19]([CH3:21])[N:18]=[CH:17]1.C(=O)(O)[O-].[Na+].C(OCC)(=O)C. (5) Given the product [C:4]1(=[O:17])[N:5]([CH2:6][C:7]2[N:8]=[C:9]([N:12]3[CH2:13][CH:14]([O:16][S:24]([CH3:23])(=[O:26])=[O:25])[CH2:15]3)[S:10][CH:11]=2)[C:1](=[O:22])[C:2]2=[CH:21][CH:20]=[CH:19][CH:18]=[C:3]12, predict the reactants needed to synthesize it. The reactants are: [C:1]1(=[O:22])[N:5]([CH2:6][C:7]2[N:8]=[C:9]([N:12]3[CH2:15][CH:14]([OH:16])[CH2:13]3)[S:10][CH:11]=2)[C:4](=[O:17])[C:3]2=[CH:18][CH:19]=[CH:20][CH:21]=[C:2]12.[CH3:23][S:24](Cl)(=[O:26])=[O:25].C(N(CC)CC)C.C(OCC)C.